From a dataset of Full USPTO retrosynthesis dataset with 1.9M reactions from patents (1976-2016). Predict the reactants needed to synthesize the given product. (1) Given the product [CH3:39][C:37]1[N:38]=[C:12]2[N:11]([CH:8]3[CH2:7][CH2:6][C:5](=[O:4])[CH2:10][CH2:9]3)[C:16](=[O:17])[C:15]([CH2:18][C:19]3[CH:20]=[CH:21][C:22]([C:25]4[C:26]([C:31]#[N:32])=[CH:27][CH:28]=[CH:29][CH:30]=4)=[CH:23][CH:24]=3)=[C:14]([CH2:33][CH2:34][CH3:35])[N:13]2[N:36]=1, predict the reactants needed to synthesize it. The reactants are: O1[C:5]2([CH2:10][CH2:9][CH:8]([N:11]3[C:16](=[O:17])[C:15]([CH2:18][C:19]4[CH:24]=[CH:23][C:22]([C:25]5[C:26]([C:31]#[N:32])=[CH:27][CH:28]=[CH:29][CH:30]=5)=[CH:21][CH:20]=4)=[C:14]([CH2:33][CH2:34][CH3:35])[N:13]4[N:36]=[C:37]([CH3:39])[N:38]=[C:12]34)[CH2:7][CH2:6]2)[O:4]CC1.Cl.O1CCCC1. (2) Given the product [Br:14][C:15]1[CH:16]=[C:17]([CH:20]=[CH:21][C:22]=1[O:23][CH2:2][C:3]1[N:4]=[C:5]([C:9]2[O:10][CH:11]=[CH:12][CH:13]=2)[O:6][C:7]=1[CH3:8])[CH:18]=[O:19], predict the reactants needed to synthesize it. The reactants are: Cl[CH2:2][C:3]1[N:4]=[C:5]([C:9]2[O:10][CH:11]=[CH:12][CH:13]=2)[O:6][C:7]=1[CH3:8].[Br:14][C:15]1[CH:16]=[C:17]([CH:20]=[CH:21][C:22]=1[OH:23])[CH:18]=[O:19].C(=O)([O-])[O-].[K+].[K+].CN(C)C=O. (3) Given the product [CH2:1]([O:3][C:4]([C:6]1[S:10][C:9]([CH3:11])=[N:8][C:7]=1[N:12]([CH2:13][C:14]1[CH:15]=[CH:16][CH:17]=[CH:18][CH:19]=1)[C:25]([NH2:24])=[O:26])=[O:5])[CH3:2], predict the reactants needed to synthesize it. The reactants are: [CH2:1]([O:3][C:4]([C:6]1[S:10][C:9]([CH3:11])=[N:8][C:7]=1[NH:12][CH2:13][C:14]1[CH:19]=[CH:18][CH:17]=[CH:16][CH:15]=1)=[O:5])[CH3:2].ClS([N:24]=[C:25]=[O:26])(=O)=O.